This data is from Forward reaction prediction with 1.9M reactions from USPTO patents (1976-2016). The task is: Predict the product of the given reaction. (1) Given the reactants Br[C:2]1[S:3][C:4]([NH:33]C(=O)OC(C)(C)C)=[C:5]([C:7](=[O:32])[NH:8][C:9]2[CH:10]=[N:11][N:12]([CH3:31])[C:13]=2[C@@H:14]2[CH2:20][CH2:19][C@@H:18]([NH:21]C(OC(C)(C)C)=O)[C@@H:17]([O:29][CH3:30])[CH2:16][O:15]2)[N:6]=1.[F:41][C:42]([F:53])([F:52])[C:43]1[CH:48]=[CH:47][CH:46]=[CH:45][C:44]=1B(O)O, predict the reaction product. The product is: [NH2:33][C:4]1[S:3][C:2]([C:44]2[CH:45]=[CH:46][CH:47]=[CH:48][C:43]=2[C:42]([F:53])([F:52])[F:41])=[N:6][C:5]=1[C:7]([NH:8][C:9]1[CH:10]=[N:11][N:12]([CH3:31])[C:13]=1[C@@H:14]1[CH2:20][CH2:19][C@@H:18]([NH2:21])[C@@H:17]([O:29][CH3:30])[CH2:16][O:15]1)=[O:32]. (2) Given the reactants [F:1][C:2]([F:15])([F:14])[C:3]1[CH:4]=[C:5]([CH:7]=[C:8]([C:10]([F:13])([F:12])[F:11])[CH:9]=1)[NH2:6].[Cl:16][C:17]1[C:18]([C:23](O)=[O:24])=[N:19][CH:20]=[CH:21][CH:22]=1.CCN=C=NCCCN(C)C.Cl.C(=O)(O)[O-].[Na+], predict the reaction product. The product is: [Cl:16][C:17]1[C:18]([C:23]([NH:6][C:5]2[CH:4]=[C:3]([C:2]([F:14])([F:15])[F:1])[CH:9]=[C:8]([C:10]([F:11])([F:12])[F:13])[CH:7]=2)=[O:24])=[N:19][CH:20]=[CH:21][CH:22]=1. (3) Given the reactants [CH2:1]([C:4]1[N:9]=[C:8]2[N:10]([C@@H:15]3[C:23]4[C:18](=[CH:19][C:20]([C:24]5[CH:29]=[CH:28][CH:27]=[CH:26][C:25]=5[C:30]5[N:34](C(C6C=CC=CC=6)(C6C=CC=CC=6)C6C=CC=CC=6)[N:33]=[N:32][N:31]=5)=[CH:21][CH:22]=4)[CH2:17][CH2:16]3)[C:11]([CH2:13][CH3:14])=[N:12][C:7]2=[C:6]([CH3:54])[CH:5]=1)[CH:2]=[CH2:3], predict the reaction product. The product is: [CH2:1]([C:4]1[N:9]=[C:8]2[N:10]([C@@H:15]3[C:23]4[C:18](=[CH:19][C:20]([C:24]5[CH:29]=[CH:28][CH:27]=[CH:26][C:25]=5[C:30]5[NH:34][N:33]=[N:32][N:31]=5)=[CH:21][CH:22]=4)[CH2:17][CH2:16]3)[C:11]([CH2:13][CH3:14])=[N:12][C:7]2=[C:6]([CH3:54])[CH:5]=1)[CH:2]=[CH2:3]. (4) Given the reactants [C:1]1([OH:7])[CH:6]=[CH:5][CH:4]=[CH:3][CH:2]=1.C(=O)([O-])[O-].[K+].[K+].[CH3:14][C:15]([CH3:17])=[O:16], predict the reaction product. The product is: [O:7]([CH2:14][C@@H:15]1[CH2:17][O:16]1)[C:1]1[CH:6]=[CH:5][CH:4]=[CH:3][CH:2]=1. (5) Given the reactants [NH2:1][C:2]1[CH:3]=[N:4][N:5]([CH2:22][CH:23]([F:25])[F:24])[C:6]=1[N:7]1[CH2:13][CH2:12][CH2:11][C@@H:10]([N:14]([CH3:21])[C:15](=[O:20])[C:16]([F:19])([F:18])[F:17])[CH2:9][CH2:8]1.N1CCC[C@H](NC(=O)C(F)(F)F)CC1.ClC1N(CC(F)F)N=CC=1[N+]([O-])=O, predict the reaction product. The product is: [NH2:1][C:2]1[CH:3]=[N:4][N:5]([CH2:22][CH:23]([F:25])[F:24])[C:6]=1[N:7]1[CH2:13][CH2:12][CH2:11][C@H:10]([N:14]([CH3:21])[C:15](=[O:20])[C:16]([F:17])([F:19])[F:18])[CH2:9][CH2:8]1. (6) The product is: [Cl:21][C:22]1[C:23]2[C:20](=[CH:19][CH:18]=[CH:17][CH:16]=2)[C:11]([O:10][CH3:9])=[C:12]([Br:1])[N:13]=1. Given the reactants [Br:1]N1C(=O)CCC1=O.[CH3:9][O:10][C:11]1[C:20]2C(=[CH:16][CH:17]=[CH:18][CH:19]=2)C=[N:13][CH:12]=1.[Cl:21][CH2:22][CH2:23]Cl, predict the reaction product. (7) The product is: [Br:31][C:32]1[CH:37]=[CH:36][C:35]([Br:38])=[CH:34][C:33]=1[S:39]([NH:1][C@H:2]1[CH2:6][N:5]([C:7]([O:9][C:10]([CH3:11])([CH3:12])[CH3:13])=[O:8])[C@@H:4]([CH2:14][O:15][C:16](=[O:21])[C:17]([CH3:20])([CH3:19])[CH3:18])[CH2:3]1)(=[O:41])=[O:40]. Given the reactants [NH2:1][C@H:2]1[CH2:6][N:5]([C:7]([O:9][C:10]([CH3:13])([CH3:12])[CH3:11])=[O:8])[C@@H:4]([CH2:14][O:15][C:16](=[O:21])[C:17]([CH3:20])([CH3:19])[CH3:18])[CH2:3]1.CCN(C(C)C)C(C)C.[Br:31][C:32]1[CH:37]=[CH:36][C:35]([Br:38])=[CH:34][C:33]=1[S:39](Cl)(=[O:41])=[O:40], predict the reaction product. (8) Given the reactants [C:1]([N:8]1[CH2:13][CH2:12][NH:11][CH2:10][CH2:9]1)([O:3][C:4]([CH3:7])([CH3:6])[CH3:5])=[O:2].CS([CH2:18][C:19]1[CH:24]=[CH:23][C:22]([C:25](=[O:27])[CH3:26])=[CH:21][CH:20]=1)(=O)=O.ClCC1C=CC(C(=O)C)=CC=1, predict the reaction product. The product is: [C:4]([O:3][C:1]([N:8]1[CH2:9][CH2:10][N:11]([CH2:18][C:19]2[CH:24]=[CH:23][C:22]([C:25](=[O:27])[CH3:26])=[CH:21][CH:20]=2)[CH2:12][CH2:13]1)=[O:2])([CH3:7])([CH3:6])[CH3:5]. (9) Given the reactants [NH:1]1[C:5]2[CH:6]=[CH:7][CH:8]=[C:9]([N:10]3[C:14]4=[N:15][CH:16]=[N:17][C:18]([NH:19][NH2:20])=[C:13]4[CH:12]=[N:11]3)[C:4]=2[N:3]=[CH:2]1.[CH:21](=O)[C:22]1[CH:27]=[CH:26][N:25]=[CH:24][CH:23]=1.COC1N=C(N2C3=NC=NC(NN=CC4C=CN=CC=4)=C3C=N2)C=CC=1, predict the reaction product. The product is: [NH:1]1[C:5]2[CH:6]=[CH:7][CH:8]=[C:9]([N:10]3[C:14]4=[N:15][CH:16]=[N:17][C:18]([NH:19][N:20]=[CH:21][C:22]5[CH:27]=[CH:26][N:25]=[CH:24][CH:23]=5)=[C:13]4[CH:12]=[N:11]3)[C:4]=2[N:3]=[CH:2]1.